This data is from Reaction yield outcomes from USPTO patents with 853,638 reactions. The task is: Predict the reaction yield, written as a fraction of the theoretical maximum amount of product (1.0 means a 100% yield; for example, 0.34 means a 34% yield). (1) The reactants are [CH3:1][O:2][C:3]1[CH:11]=[CH:10][CH:9]=[CH:8][C:4]=1[C:5]([OH:7])=O.[F:12][C:13]1[CH:18]=[CH:17][C:16]([NH:19][C:20]([C:22]2[C:26]([NH2:27])=[CH:25][NH:24][N:23]=2)=[O:21])=[CH:15][CH:14]=1.C(Cl)CCl.C1C=CC2N(O)N=NC=2C=1. The catalyst is CN(C=O)C. The product is [F:12][C:13]1[CH:14]=[CH:15][C:16]([NH:19][C:20]([C:22]2[C:26]([NH:27][C:5](=[O:7])[C:4]3[CH:8]=[CH:9][CH:10]=[CH:11][C:3]=3[O:2][CH3:1])=[CH:25][NH:24][N:23]=2)=[O:21])=[CH:17][CH:18]=1. The yield is 0.150. (2) The yield is 0.880. The reactants are [CH2:1]([N:8]1[CH:12]=[C:11]([CH2:13][OH:14])[C:10]([O:15][CH2:16][C:17]2[CH:22]=[CH:21][C:20]([O:23][CH2:24][C:25]3[N:26]=[C:27]([C:31]4[O:32][CH:33]=[CH:34][CH:35]=4)[O:28][C:29]=3[CH3:30])=[C:19]([Cl:36])[CH:18]=2)=[N:9]1)[C:2]1[CH:7]=[CH:6][CH:5]=[CH:4][CH:3]=1. The catalyst is [O-2].[O-2].[Mn+4].O1CCCC1. The product is [CH2:1]([N:8]1[CH:12]=[C:11]([CH:13]=[O:14])[C:10]([O:15][CH2:16][C:17]2[CH:22]=[CH:21][C:20]([O:23][CH2:24][C:25]3[N:26]=[C:27]([C:31]4[O:32][CH:33]=[CH:34][CH:35]=4)[O:28][C:29]=3[CH3:30])=[C:19]([Cl:36])[CH:18]=2)=[N:9]1)[C:2]1[CH:3]=[CH:4][CH:5]=[CH:6][CH:7]=1. (3) The reactants are Br[C:2]1[CH:23]=[CH:22][C:5]([C:6]([NH:8][S:9]([C:12]2[CH:17]=[CH:16][CH:15]=[CH:14][C:13]=2[S:18](=[O:21])(=[O:20])[NH2:19])(=[O:11])=[O:10])=[O:7])=[CH:4][N:3]=1.[CH3:24][C:25]([CH3:38])([CH3:37])[C:26]#[C:27]B(OC(C)C)OC(C)C. No catalyst specified. The product is [CH3:24][C:25]([CH3:38])([CH3:37])[C:26]#[C:27][C:2]1[CH:23]=[CH:22][C:5]([C:6]([NH:8][S:9]([C:12]2[CH:17]=[CH:16][CH:15]=[CH:14][C:13]=2[S:18](=[O:21])(=[O:20])[NH2:19])(=[O:11])=[O:10])=[O:7])=[CH:4][N:3]=1. The yield is 0.250. (4) The yield is 0.650. The reactants are Cl.O1CCOCC1.C(OC([N:15]1[CH2:19][CH:18]=[C:17]([C:20]2[CH2:21][CH2:22][N:23]([C:26]([C:28]3[N:29]=[C:30]4[C:35]([C:36]([F:39])([F:38])[F:37])=[CH:34][C:33]([C:40]5[CH:44]=[CH:43][O:42][CH:41]=5)=[CH:32][N:31]4[C:45]=3[Cl:46])=[O:27])[CH2:24][CH:25]=2)[CH2:16]1)=O)(C)(C)C. The product is [Cl:46][C:45]1[N:31]2[CH:32]=[C:33]([C:40]3[CH:44]=[CH:43][O:42][CH:41]=3)[CH:34]=[C:35]([C:36]([F:38])([F:39])[F:37])[C:30]2=[N:29][C:28]=1[C:26]([N:23]1[CH2:22][CH:21]=[C:20]([C:17]2[CH2:16][NH:15][CH2:19][CH:18]=2)[CH2:25][CH2:24]1)=[O:27]. The catalyst is C1COCC1. (5) The reactants are Cl.[CH3:2][NH:3][O:4][CH3:5].C(=O)([O-])[O-].[K+].[K+].C(=O)=O.[Br:15][C:16]1[CH:17]=[C:18]2[C:23](=[CH:24][CH:25]=1)[CH:22]=[C:21]([C:26](Cl)=[O:27])[CH:20]=[CH:19]2. The catalyst is O.ClCCl. The product is [Br:15][C:16]1[CH:17]=[C:18]2[C:23](=[CH:24][CH:25]=1)[CH:22]=[C:21]([C:26]([N:3]([O:4][CH3:5])[CH3:2])=[O:27])[CH:20]=[CH:19]2. The yield is 1.00. (6) The reactants are C([O:8][C:9]1[CH:14]=[CH:13][N:12]=[C:11]([NH:15][C:16]2[CH:17]=[C:18]([C:23]3[S:27][C:26]([C:28]([OH:34])([CH3:33])[C:29]([F:32])([F:31])[F:30])=[N:25][CH:24]=3)[CH:19]=[C:20]([CH3:22])[CH:21]=2)[N:10]=1)C1C=CC=CC=1.C(O)C.C(O)(=O)C.[H][H]. The catalyst is [Pd].CO.C(OCC)(=O)C. The product is [CH3:22][C:20]1[CH:21]=[C:16]([NH:15][C:11]2[N:10]=[C:9]([OH:8])[CH:14]=[CH:13][N:12]=2)[CH:17]=[C:18]([C:23]2[S:27][C:26]([C:28]([OH:34])([CH3:33])[C:29]([F:32])([F:30])[F:31])=[N:25][CH:24]=2)[CH:19]=1. The yield is 0.770. (7) The reactants are [CH2:1]([N:3]([CH2:22][CH3:23])[C:4](=[O:21])[C:5]([C:19]#[N:20])=[CH:6][C:7]1[CH:12]=[C:11]([N+:13]([O-:15])=[O:14])[C:10]([OH:16])=[C:9]([O:17]C)[CH:8]=1)[CH3:2].C(N(CC)CC)C.[Cl-].[Cl-].[Cl-].[Al+3].Cl. The catalyst is ClCCl. The product is [CH2:22]([N:3]([CH2:1][CH3:2])[C:4](=[O:21])[C:5]([C:19]#[N:20])=[CH:6][C:7]1[CH:12]=[C:11]([N+:13]([O-:15])=[O:14])[C:10]([OH:16])=[C:9]([OH:17])[CH:8]=1)[CH3:23]. The yield is 0.980. (8) The reactants are Cl[C:2]1[N:11]=[C:10]([NH:12][CH2:13][CH:14]([C:21]2[CH:26]=[CH:25][CH:24]=[CH:23][CH:22]=2)[C:15]2[CH:20]=[CH:19][CH:18]=[CH:17][CH:16]=2)[C:9]2[C:4](=[CH:5][CH:6]=[CH:7][CH:8]=2)[N:3]=1.[CH2:27]1[C:36]2[C:31](=[CH:32][CH:33]=[CH:34][CH:35]=2)[CH2:30][CH2:29][NH:28]1.C(Cl)(Cl)Cl.CO. The product is [CH2:27]1[C:36]2[C:31](=[CH:32][CH:33]=[CH:34][CH:35]=2)[CH2:30][CH2:29][N:28]1[C:2]1[N:11]=[C:10]([NH:12][CH2:13][CH:14]([C:21]2[CH:26]=[CH:25][CH:24]=[CH:23][CH:22]=2)[C:15]2[CH:16]=[CH:17][CH:18]=[CH:19][CH:20]=2)[C:9]2[C:4](=[CH:5][CH:6]=[CH:7][CH:8]=2)[N:3]=1. The yield is 0.510. The catalyst is C(O)C. (9) The reactants are [Cl:1][C:2]1[CH:3]=[C:4]([C:8]2[C:13]([O:14][CH3:15])=[CH:12][CH:11]=[C:10]([C:16]([C:18]3[CH:23]=[CH:22][C:21]([N+:24]([O-])=O)=[CH:20][CH:19]=3)=[O:17])[CH:9]=2)[CH:5]=[CH:6][CH:7]=1.[NH4+].[Cl-]. The catalyst is [Fe].O. The product is [NH2:24][C:21]1[CH:20]=[CH:19][C:18]([C:16]([C:10]2[CH:9]=[C:8]([C:4]3[CH:5]=[CH:6][CH:7]=[C:2]([Cl:1])[CH:3]=3)[C:13]([O:14][CH3:15])=[CH:12][CH:11]=2)=[O:17])=[CH:23][CH:22]=1. The yield is 0.850. (10) The reactants are Cl.[Cl:2][C:3]1[CH:8]=[CH:7][C:6]([CH:9]([NH:14][C:15]([C:17]2([NH:32]C(=O)OC(C)(C)C)[CH2:22][CH2:21][N:20]([C:23]3[C:24]4[CH:31]=[CH:30][NH:29][C:25]=4[N:26]=[CH:27][N:28]=3)[CH2:19][CH2:18]2)=[O:16])[CH2:10][CH2:11][NH:12][CH3:13])=[CH:5][CH:4]=1. The catalyst is C(Cl)Cl.CO. The product is [NH2:32][C:17]1([C:15]([NH:14][CH:9]([C:6]2[CH:5]=[CH:4][C:3]([Cl:2])=[CH:8][CH:7]=2)[CH2:10][CH2:11][NH:12][CH3:13])=[O:16])[CH2:18][CH2:19][N:20]([C:23]2[C:24]3[CH:31]=[CH:30][NH:29][C:25]=3[N:26]=[CH:27][N:28]=2)[CH2:21][CH2:22]1. The yield is 0.860.